This data is from Full USPTO retrosynthesis dataset with 1.9M reactions from patents (1976-2016). The task is: Predict the reactants needed to synthesize the given product. (1) Given the product [N:3]1[CH:8]=[CH:7][C:6]([NH:9][C:10]2[CH:11]=[CH:12][C:13]3[C:14](=[CH:28][CH:29]=[CH:30][CH:31]=3)[C:15]=2[C:16]2[C:21]([C:22]([OH:23])=[O:1])=[CH:20][CH:19]=[C:18]3[C:17]=2[CH:27]=[CH:26][CH:25]=[CH:24]3)=[CH:5][CH:4]=1, predict the reactants needed to synthesize it. The reactants are: [OH-:1].[Na+].[N:3]1[CH:8]=[CH:7][C:6]([N:9]2[C:22](=[O:23])[C:21]3[C:16](=[C:17]4[CH:27]=[CH:26][CH:25]=[CH:24][C:18]4=[CH:19][CH:20]=3)[C:15]3[C:10]2=[CH:11][CH:12]=[C:13]2[CH:31]=[CH:30][CH:29]=[CH:28][C:14]2=3)=[CH:5][CH:4]=1.Cl.[Cl-].[Na+]. (2) Given the product [Cl:1][C:2]1[CH:3]=[C:4]([N:8]([CH2:9][C:10]2[C:19]3[C:14](=[C:15]([F:21])[C:16]([F:20])=[CH:17][CH:18]=3)[NH:13][C:12](=[O:22])[CH:11]=2)[C:29]([C:28]2[C:24]([CH3:23])=[N:25][O:26][C:27]=2[CH3:32])=[O:30])[CH:5]=[CH:6][CH:7]=1, predict the reactants needed to synthesize it. The reactants are: [Cl:1][C:2]1[CH:3]=[C:4]([NH:8][CH2:9][C:10]2[C:19]3[C:14](=[C:15]([F:21])[C:16]([F:20])=[CH:17][CH:18]=3)[NH:13][C:12](=[O:22])[CH:11]=2)[CH:5]=[CH:6][CH:7]=1.[CH3:23][C:24]1[C:28]([C:29](O)=[O:30])=[C:27]([CH3:32])[O:26][N:25]=1. (3) Given the product [CH3:1][O:2][C:3]1[CH:4]=[C:5]2[C:10](=[CH:11][C:12]=1[O:13][CH3:14])[N:9]=[CH:8][CH:7]=[C:6]2[O:15][C:16]1[CH:22]=[CH:21][C:19]([NH:20][C:29]([NH:37][C:38]2[CH:43]=[CH:42][CH:41]=[CH:40][N:39]=2)=[O:35])=[C:18]([CH3:23])[C:17]=1[CH3:24], predict the reactants needed to synthesize it. The reactants are: [CH3:1][O:2][C:3]1[CH:4]=[C:5]2[C:10](=[CH:11][C:12]=1[O:13][CH3:14])[N:9]=[CH:8][CH:7]=[C:6]2[O:15][C:16]1[CH:22]=[CH:21][C:19]([NH2:20])=[C:18]([CH3:23])[C:17]=1[CH3:24].ClC(Cl)(O[C:29](=[O:35])OC(Cl)(Cl)Cl)Cl.[NH2:37][C:38]1[CH:43]=[CH:42][CH:41]=[CH:40][N:39]=1.CO. (4) The reactants are: [Li][CH2:2]CCC.C(NC(C)C)(C)C.[CH:13]1([C:18]([O:20][CH2:21][CH3:22])=[O:19])[CH2:17][CH2:16][CH2:15][CH2:14]1.IC. Given the product [CH3:2][C:13]1([C:18]([O:20][CH2:21][CH3:22])=[O:19])[CH2:17][CH2:16][CH2:15][CH2:14]1, predict the reactants needed to synthesize it. (5) Given the product [Cl:1][C:2]1[CH:14]=[CH:13][C:5]([O:6][C:7]([CH3:12])([CH3:11])[C:8]([Cl:25])=[O:9])=[CH:4][CH:3]=1, predict the reactants needed to synthesize it. The reactants are: [Cl:1][C:2]1[CH:14]=[CH:13][C:5]([O:6][C:7]([CH3:12])([CH3:11])[C:8](O)=[O:9])=[CH:4][CH:3]=1.C(N(CC)CC)C.C(Cl)(=O)C([Cl:25])=O. (6) The reactants are: [O:1]=[C:2]1[C:10](=[C:11]2[C:19]3[C:14](=[CH:15][C:16]([C:20]#[N:21])=[CH:17][CH:18]=3)[CH2:13][O:12]2)[C:9]2[C:4](=[CH:5][CH:6]=[CH:7][CH:8]=2)[NH:3]1.B.S(C)C. Given the product [NH2:21][CH2:20][C:16]1[CH:15]=[C:14]2[C:19](=[CH:18][CH:17]=1)[C:11](=[C:10]1[C:9]3[C:4](=[CH:5][CH:6]=[CH:7][CH:8]=3)[NH:3][C:2]1=[O:1])[O:12][CH2:13]2, predict the reactants needed to synthesize it.